Task: Predict the product of the given reaction.. Dataset: Forward reaction prediction with 1.9M reactions from USPTO patents (1976-2016) (1) Given the reactants I[C:2]1[CH:15]=[CH:14][C:5]([O:6][CH2:7][CH2:8][N:9]2[CH2:13][CH2:12][CH2:11][CH2:10]2)=[C:4]([N+:16]([O-:18])=[O:17])[CH:3]=1.[Cl:19][C:20]1[CH:25]=[CH:24][C:23]([C:26]2[CH:27]=[CH:28][C:29]([C:32]#[CH:33])=[N:30][CH:31]=2)=[CH:22][CH:21]=1, predict the reaction product. The product is: [Cl:19][C:20]1[CH:21]=[CH:22][C:23]([C:26]2[CH:27]=[CH:28][C:29]([C:32]#[C:33][C:2]3[CH:15]=[CH:14][C:5]([O:6][CH2:7][CH2:8][N:9]4[CH2:13][CH2:12][CH2:11][CH2:10]4)=[C:4]([N+:16]([O-:18])=[O:17])[CH:3]=3)=[N:30][CH:31]=2)=[CH:24][CH:25]=1. (2) Given the reactants [C:1]([O:4][C@H:5]1[CH2:9][C@H:8]([N:10]2[C:14]3[N:15]=[CH:16][N:17]=[C:18]([NH:19][C:20](=[O:22])[CH3:21])[C:13]=3[CH:12]=[CH:11]2)[CH2:7][C@H:6]1[CH2:23][O:24][Si](C(C)(C)C)(C)C)(=[O:3])[CH3:2], predict the reaction product. The product is: [C:1]([O:4][C@H:5]1[CH2:9][C@H:8]([N:10]2[C:14]3[N:15]=[CH:16][N:17]=[C:18]([NH:19][C:20](=[O:22])[CH3:21])[C:13]=3[CH:12]=[CH:11]2)[CH2:7][C@H:6]1[CH2:23][OH:24])(=[O:3])[CH3:2].